Predict the product of the given reaction. From a dataset of Forward reaction prediction with 1.9M reactions from USPTO patents (1976-2016). (1) Given the reactants [CH:1]([Mg]Br)=[CH2:2].C1COCC1.[Br:10][C:11]1[CH:28]=[CH:27][C:14]([O:15][CH:16]2[CH2:19][N:18]([C:20]([O:22][C:23]([CH3:26])([CH3:25])[CH3:24])=[O:21])[CH2:17]2)=[CH:13][C:12]=1[N+:29]([O-])=O, predict the reaction product. The product is: [Br:10][C:11]1[CH:28]=[CH:27][C:14]([O:15][CH:16]2[CH2:19][N:18]([C:20]([O:22][C:23]([CH3:26])([CH3:25])[CH3:24])=[O:21])[CH2:17]2)=[C:13]2[C:12]=1[NH:29][CH:2]=[CH:1]2. (2) Given the reactants [Li+].C[Si]([N-:6][Si](C)(C)C)(C)C.[Br:11][C:12]1[CH:17]=[CH:16][N:15]=[C:14](F)[CH:13]=1.O.[C:20]1([CH3:26])[CH:25]=[CH:24]C=CC=1, predict the reaction product. The product is: [Br:11][C:12]1[CH:17]=[CH:16][N:15]=[C:14]([C:25]2([C:24]#[N:6])[CH2:20][CH2:26]2)[CH:13]=1. (3) Given the reactants [OH:1][C:2]([CH3:41])([CH3:40])[CH2:3][O:4][C@H:5]1[CH2:10][CH2:9][C@H:8]([N:11]2[C:16](=[O:17])[C:15]([CH2:18][C:19]3[CH:24]=[CH:23][C:22]([C:25]4[C:26]([C:31]#[N:32])=[CH:27][CH:28]=[CH:29][CH:30]=4)=[CH:21][CH:20]=3)=[C:14]([CH2:33][CH2:34][CH3:35])[N:13]3[N:36]=[C:37]([CH3:39])[N:38]=[C:12]23)[CH2:7][CH2:6]1.C([Sn](=O)CCCC)CCC.[N:52]([Si](C)(C)C)=[N+:53]=[N-:54].[F-].C([N+](CCCC)(CCCC)CCCC)CCC, predict the reaction product. The product is: [OH:1][C:2]([CH3:40])([CH3:41])[CH2:3][O:4][C@H:5]1[CH2:10][CH2:9][C@H:8]([N:11]2[C:16](=[O:17])[C:15]([CH2:18][C:19]3[CH:24]=[CH:23][C:22]([C:25]4[CH:30]=[CH:29][CH:28]=[CH:27][C:26]=4[C:31]4[NH:54][N:53]=[N:52][N:32]=4)=[CH:21][CH:20]=3)=[C:14]([CH2:33][CH2:34][CH3:35])[N:13]3[N:36]=[C:37]([CH3:39])[N:38]=[C:12]23)[CH2:7][CH2:6]1. (4) Given the reactants [Cl:1][C:2]1[C:3]([N:8]2[CH:13]3[CH2:14][CH2:15][CH:9]2[CH2:10][N:11](C(OC(C)(C)C)=O)[CH2:12]3)=[N:4][CH:5]=[CH:6][CH:7]=1.FC(F)(F)C(O)=O, predict the reaction product. The product is: [Cl:1][C:2]1[C:3]([N:8]2[CH:9]3[CH2:15][CH2:14][CH:13]2[CH2:12][NH:11][CH2:10]3)=[N:4][CH:5]=[CH:6][CH:7]=1. (5) Given the reactants Cl.[CH3:2][O:3][C:4]([C:6]1[N:7]([CH2:24][CH:25]2[CH2:30][CH2:29][NH:28][CH2:27][CH2:26]2)[C:8](=[O:23])[C:9]2[C:14]([C:15]=1[C:16]1[CH:21]=[CH:20][CH:19]=[CH:18][CH:17]=1)=[CH:13][C:12]([Br:22])=[CH:11][CH:10]=2)=[O:5].C(N(CC)CC)C.[C:38]1(=[O:44])[O:43][C:41](=[O:42])[CH2:40][CH2:39]1, predict the reaction product. The product is: [CH3:2][O:3][C:4]([C:6]1[N:7]([CH2:24][CH:25]2[CH2:30][CH2:29][N:28]([C:38](=[O:44])[CH2:39][CH2:40][C:41]([OH:43])=[O:42])[CH2:27][CH2:26]2)[C:8](=[O:23])[C:9]2[C:14]([C:15]=1[C:16]1[CH:21]=[CH:20][CH:19]=[CH:18][CH:17]=1)=[CH:13][C:12]([Br:22])=[CH:11][CH:10]=2)=[O:5].